Dataset: Reaction yield outcomes from USPTO patents with 853,638 reactions. Task: Predict the reaction yield, written as a fraction of the theoretical maximum amount of product (1.0 means a 100% yield; for example, 0.34 means a 34% yield). (1) The reactants are Br[C:2]1[CH:3]=[C:4]2[C:10](I)=[N:9][N:8](C3CCCCO3)[C:5]2=[CH:6][N:7]=1.[F:18][C:19]([F:30])([F:29])[C:20]1[CH:21]=[C:22](B(O)O)[CH:23]=[CH:24][CH:25]=1.[N:31]1[CH:36]=[CH:35][CH:34]=[C:33](B2OC(C)(C)C(C)(C)O2)[CH:32]=1. No catalyst specified. The product is [N:31]1[CH:36]=[CH:35][CH:34]=[C:33]([C:2]2[CH:3]=[C:4]3[C:10]([C:24]4[CH:23]=[CH:22][CH:21]=[C:20]([C:19]([F:30])([F:29])[F:18])[CH:25]=4)=[N:9][NH:8][C:5]3=[CH:6][N:7]=2)[CH:32]=1. The yield is 0.330. (2) The reactants are Br[C:2]1[O:3][C:4]([C:7]2[CH:8]=[C:9]3[C:13](=[CH:14][CH:15]=2)[N:12]([S:16]([C:19]2[CH:25]=[CH:24][C:22]([CH3:23])=[CH:21][CH:20]=2)(=[O:18])=[O:17])[CH:11]=[C:10]3[C:26]2[CH:31]=[N:30][CH:29]=[C:28]([CH:32]3[CH2:34][CH2:33]3)[N:27]=2)=[N:5][N:6]=1.[NH:35]1[CH2:39][CH2:38][CH2:37][CH2:36]1. The catalyst is CN1C(=O)CCC1.C(Cl)Cl. The product is [CH:32]1([C:28]2[N:27]=[C:26]([C:10]3[C:9]4[C:13](=[CH:14][CH:15]=[C:7]([C:4]5[O:3][C:2]([N:35]6[CH2:39][CH2:38][CH2:37][CH2:36]6)=[N:6][N:5]=5)[CH:8]=4)[N:12]([S:16]([C:19]4[CH:25]=[CH:24][C:22]([CH3:23])=[CH:21][CH:20]=4)(=[O:18])=[O:17])[CH:11]=3)[CH:31]=[N:30][CH:29]=2)[CH2:34][CH2:33]1. The yield is 0.660.